Dataset: Forward reaction prediction with 1.9M reactions from USPTO patents (1976-2016). Task: Predict the product of the given reaction. (1) Given the reactants [CH2:1]([N:3]([CH2:37][CH3:38])[CH2:4][CH2:5][CH2:6][NH:7][C:8]1[N:9]=[C:10]([C:27]2[CH:28]=[C:29]([CH:33]=[CH:34][C:35]=2[CH3:36])[C:30](O)=[O:31])[C:11]2[CH:17]=[CH:16][C:15](=[O:18])[N:14]([C:19]3[C:24]([F:25])=[CH:23][CH:22]=[CH:21][C:20]=3[F:26])[C:12]=2[N:13]=1)[CH3:2].CN(C(ON1N=NC2C=CC=CC1=2)=[N+](C)C)C.F[P-](F)(F)(F)(F)F.C(N(CC)CC)C.[NH2:70][CH2:71][C:72]([NH2:74])=[O:73], predict the reaction product. The product is: [NH2:74][C:72](=[O:73])[CH2:71][NH:70][C:30](=[O:31])[C:29]1[CH:33]=[CH:34][C:35]([CH3:36])=[C:27]([C:10]2[C:11]3[CH:17]=[CH:16][C:15](=[O:18])[N:14]([C:19]4[C:20]([F:26])=[CH:21][CH:22]=[CH:23][C:24]=4[F:25])[C:12]=3[N:13]=[C:8]([NH:7][CH2:6][CH2:5][CH2:4][N:3]([CH2:1][CH3:2])[CH2:37][CH3:38])[N:9]=2)[CH:28]=1. (2) Given the reactants [Cl:1][C:2]1[CH:3]=[C:4]([C@:8]([C@@H:16]2[CH2:21][CH2:20][CH2:19][NH:18][CH2:17]2)([OH:15])[CH2:9][CH2:10][CH2:11][CH2:12][O:13][CH3:14])[CH:5]=[CH:6][CH:7]=1.[N+](C1C=CC([O:29][C:30]([NH:32][CH2:33][C@@H:34]([NH:42][C:43](=[O:49])[O:44][C:45]([CH3:48])([CH3:47])[CH3:46])[CH2:35][CH:36]2[CH2:41][CH2:40][CH2:39][CH2:38][CH2:37]2)=O)=CC=1)([O-])=O.CCN(C(C)C)C(C)C, predict the reaction product. The product is: [Cl:1][C:2]1[CH:3]=[C:4]([C@:8]([C@@H:16]2[CH2:21][CH2:20][CH2:19][N:18]([C:30]([NH:32][CH2:33][C@@H:34]([NH:42][C:43](=[O:49])[O:44][C:45]([CH3:47])([CH3:46])[CH3:48])[CH2:35][CH:36]3[CH2:37][CH2:38][CH2:39][CH2:40][CH2:41]3)=[O:29])[CH2:17]2)([OH:15])[CH2:9][CH2:10][CH2:11][CH2:12][O:13][CH3:14])[CH:5]=[CH:6][CH:7]=1.